This data is from Reaction yield outcomes from USPTO patents with 853,638 reactions. The task is: Predict the reaction yield, written as a fraction of the theoretical maximum amount of product (1.0 means a 100% yield; for example, 0.34 means a 34% yield). (1) The reactants are ClC(Cl)(O[C:5](=[O:11])OC(Cl)(Cl)Cl)Cl.[F:13][C:14]1[CH:19]=[CH:18][C:17]([C:20]2[O:24][C:23]([CH:25]3[CH2:30][CH2:29][NH:28][CH2:27][CH2:26]3)=[N:22][C:21]=2[C:31]2[CH:36]=[CH:35][C:34]([O:37][CH3:38])=[CH:33][CH:32]=2)=[CH:16][CH:15]=1.C(N(CC)CC)C.Cl.Cl.[CH3:48][NH:49][OH:50]. The catalyst is ClCCl. The product is [F:13][C:14]1[CH:19]=[CH:18][C:17]([C:20]2[O:24][C:23]([CH:25]3[CH2:26][CH2:27][N:28]([C:5](=[O:11])[N:49]([OH:50])[CH3:48])[CH2:29][CH2:30]3)=[N:22][C:21]=2[C:31]2[CH:32]=[CH:33][C:34]([O:37][CH3:38])=[CH:35][CH:36]=2)=[CH:16][CH:15]=1. The yield is 0.440. (2) The reactants are [CH3:1][C@H:2]1[N:7]([C:8]2[CH:9]=[N:10][C:11]([N+:14]([O-])=O)=[CH:12][CH:13]=2)[CH2:6][CH2:5][N:4]([C:17]([O:19][C:20]([CH3:23])([CH3:22])[CH3:21])=[O:18])[CH2:3]1. The catalyst is [Pd].CO. The product is [NH2:14][C:11]1[N:10]=[CH:9][C:8]([N:7]2[CH2:6][CH2:5][N:4]([C:17]([O:19][C:20]([CH3:23])([CH3:22])[CH3:21])=[O:18])[CH2:3][C@H:2]2[CH3:1])=[CH:13][CH:12]=1. The yield is 0.810. (3) The reactants are [Br:1][C:2]1[CH:11]=[CH:10][CH:9]=[C:8]2[C:3]=1[CH:4]=[C:5](Cl)[N:6]=[C:7]2[O:12]C.C([O-])([O-])=O.[Cs+].[Cs+].[F:21][C:22]1[CH:27]=[CH:26][C:25]([SH:28])=[CH:24][CH:23]=1. The catalyst is CN(C)C(=O)C.Cl. The product is [Br:1][C:2]1[CH:11]=[CH:10][CH:9]=[C:8]2[C:3]=1[CH:4]=[C:5]([S:28][C:25]1[CH:26]=[CH:27][C:22]([F:21])=[CH:23][CH:24]=1)[N:6]=[C:7]2[OH:12]. The yield is 0.530.